Dataset: Forward reaction prediction with 1.9M reactions from USPTO patents (1976-2016). Task: Predict the product of the given reaction. (1) Given the reactants [CH2:1]([N:8]1[C:16]2[C:11](=[CH:12][C:13]([O:17][CH:18]3[CH2:23][CH2:22][CH2:21][CH2:20][O:19]3)=[CH:14][CH:15]=2)[C:10]([CH:24]=[O:25])=[C:9]1[CH:26]([CH3:28])[CH3:27])[C:2]1[CH:7]=[CH:6][CH:5]=[CH:4][CH:3]=1.[CH3:29][Mg+].[Br-], predict the reaction product. The product is: [CH2:1]([N:8]1[C:16]2[C:11](=[CH:12][C:13]([O:17][CH:18]3[CH2:23][CH2:22][CH2:21][CH2:20][O:19]3)=[CH:14][CH:15]=2)[C:10]([CH:24]([OH:25])[CH3:29])=[C:9]1[CH:26]([CH3:28])[CH3:27])[C:2]1[CH:3]=[CH:4][CH:5]=[CH:6][CH:7]=1. (2) Given the reactants O=[C:2]([CH3:15])[CH2:3][S:4][C:5]1[CH:6]=[C:7]([CH2:11][C:12]([OH:14])=[O:13])[CH:8]=[CH:9][CH:10]=1.Cl.[CH3:17][O:18][C:19]1[CH:20]=[C:21]([NH:25]N)[CH:22]=[CH:23][CH:24]=1, predict the reaction product. The product is: [CH3:17][O:18][C:19]1[CH:20]=[C:21]2[C:22]([C:3]([S:4][C:5]3[CH:6]=[C:7]([CH2:11][C:12]([OH:14])=[O:13])[CH:8]=[CH:9][CH:10]=3)=[C:2]([CH3:15])[NH:25]2)=[CH:23][CH:24]=1. (3) The product is: [Br:7][C:8]1[N:9]=[C:10]([C:29]#[CH:30])[C:11]([N:14]([C:22]([O:24][C:25]([CH3:28])([CH3:27])[CH3:26])=[O:23])[C:15](=[O:21])[O:16][C:17]([CH3:19])([CH3:20])[CH3:18])=[N:12][CH:13]=1. Given the reactants C(=O)([O-])[O-].[Na+].[Na+].[Br:7][C:8]1[N:9]=[C:10]([C:29]#[C:30][Si](C)(C)C)[C:11]([N:14]([C:22]([O:24][C:25]([CH3:28])([CH3:27])[CH3:26])=[O:23])[C:15](=[O:21])[O:16][C:17]([CH3:20])([CH3:19])[CH3:18])=[N:12][CH:13]=1, predict the reaction product. (4) Given the reactants [CH3:1][C@:2]1([NH:21][C:22]2[CH:27]=[N:26][C:25]([C:28]([F:31])([F:30])[F:29])=[CH:24][N:23]=2)[CH2:6][CH2:5][CH2:4][C@@H:3]1[NH:7][C:8]([C:10]1[C:15](N2N=CC=N2)=[CH:14][CH:13]=[CH:12][N:11]=1)=[O:9].C[C@]1(NC2C=NC(C(F)(F)F)=CN=2)CCC[C@@H]1N.[F:50][C:51]([F:63])([F:62])[O:52]C1C(C(O)=O)=NC=CC=1.C(N(CC)CC)C, predict the reaction product. The product is: [CH3:1][C@:2]1([NH:21][C:22]2[CH:27]=[N:26][C:25]([C:28]([F:30])([F:29])[F:31])=[CH:24][N:23]=2)[CH2:6][CH2:5][CH2:4][C@@H:3]1[NH:7][C:8]([C:10]1[C:15]([O:52][C:51]([F:63])([F:62])[F:50])=[CH:14][CH:13]=[CH:12][N:11]=1)=[O:9]. (5) Given the reactants C(Cl)(=O)C(Cl)=[O:3].CS(C)=O.[CH2:11]([O:14][CH2:15]CCO)[CH:12]=[CH2:13].C([N:21]([CH2:24][CH3:25])CC)C, predict the reaction product. The product is: [CH2:11]([O:14][CH2:15][CH2:25][CH:24]=[N:21][OH:3])[CH:12]=[CH2:13]. (6) Given the reactants Cl[C:2]1[CH:7]=[CH:6][C:5]([CH2:8][N:9]2[CH:13]=[C:12]([C:14]3[O:18][N:17]=[C:16]([C:19]4[CH:24]=[CH:23][C:22]([S:25]([F:30])([F:29])([F:28])([F:27])[F:26])=[CH:21][CH:20]=4)[N:15]=3)[CH:11]=[C:10]2[CH3:31])=[CH:4][N:3]=1.[N:32]1([CH2:37][CH2:38][NH2:39])[CH2:36][CH2:35][CH2:34][CH2:33]1, predict the reaction product. The product is: [CH3:31][C:10]1[N:9]([CH2:8][C:5]2[CH:6]=[CH:7][C:2]([NH:39][CH2:38][CH2:37][N:32]3[CH2:36][CH2:35][CH2:34][CH2:33]3)=[N:3][CH:4]=2)[CH:13]=[C:12]([C:14]2[O:18][N:17]=[C:16]([C:19]3[CH:24]=[CH:23][C:22]([S:25]([F:28])([F:29])([F:26])([F:30])[F:27])=[CH:21][CH:20]=3)[N:15]=2)[CH:11]=1. (7) Given the reactants Cl.[Cl:2][CH2:3][C:4]1[N:5]=[C:6]([NH2:9])[S:7][CH:8]=1.[CH3:10][O:11][C:12]1[CH:19]=[C:18]([O:20][CH3:21])[CH:17]=[CH:16][C:13]=1[CH:14]=O.CCN(C(C)C)C(C)C.C(O[BH-](OC(=O)C)OC(=O)C)(=O)C.[Na+], predict the reaction product. The product is: [Cl:2][CH2:3][C:4]1[N:5]=[C:6]([NH:9][CH2:14][C:13]2[CH:16]=[CH:17][C:18]([O:20][CH3:21])=[CH:19][C:12]=2[O:11][CH3:10])[S:7][CH:8]=1. (8) Given the reactants [Cl:1][C:2]1[CH:7]=[C:6]([C:8](=[N:10][OH:11])[CH3:9])[C:5]([C:12]#[C:13][C:14]2[CH:19]=[C:18]([F:20])[CH:17]=[CH:16][C:15]=2[CH3:21])=[CH:4][N:3]=1, predict the reaction product. The product is: [Cl:1][C:2]1[CH:7]=[C:6]2[C:5]([CH:12]=[C:13]([C:14]3[CH:19]=[C:18]([F:20])[CH:17]=[CH:16][C:15]=3[CH3:21])[N+:10]([O-:11])=[C:8]2[CH3:9])=[CH:4][N:3]=1.